From a dataset of Catalyst prediction with 721,799 reactions and 888 catalyst types from USPTO. Predict which catalyst facilitates the given reaction. (1) Reactant: [Cl:1][C:2]1[C:3]([N:9]2[CH2:14][CH2:13][N:12]([CH2:15][CH2:16][CH2:17][N:18]3[C:26]4[CH2:25][CH2:24][N:23]([S:27]([CH3:30])(=[O:29])=[O:28])[CH2:22][C:21]=4[C:20]([C:31]4[CH:36]=[CH:35][C:34]([C:37]([F:40])([F:39])[F:38])=[CH:33][CH:32]=4)=[N:19]3)[CH2:11][CH2:10]2)=[C:4]([NH2:8])[CH:5]=[CH:6][CH:7]=1.C[Si]([N:45]=[C:46]=[O:47])(C)C.CO.C(Cl)Cl. Product: [Cl:1][C:2]1[C:3]([N:9]2[CH2:14][CH2:13][N:12]([CH2:15][CH2:16][CH2:17][N:18]3[C:26]4[CH2:25][CH2:24][N:23]([S:27]([CH3:30])(=[O:28])=[O:29])[CH2:22][C:21]=4[C:20]([C:31]4[CH:32]=[CH:33][C:34]([C:37]([F:38])([F:39])[F:40])=[CH:35][CH:36]=4)=[N:19]3)[CH2:11][CH2:10]2)=[C:4]([NH:8][C:46]([NH2:45])=[O:47])[CH:5]=[CH:6][CH:7]=1. The catalyst class is: 2. (2) Reactant: CC1C=CC(S(O[CH2:12][CH2:13][O:14][CH2:15][CH:16]([F:18])[F:17])(=O)=O)=CC=1.[Br:19][C:20]1[CH:21]=[CH:22][C:23]([Cl:34])=[C:24]([CH:33]=1)[CH2:25][C:26]1[CH:31]=[CH:30][C:29]([OH:32])=[CH:28][CH:27]=1.C([O-])([O-])=O.[Cs+].[Cs+]. Product: [Br:19][C:20]1[CH:21]=[CH:22][C:23]([Cl:34])=[C:24]([CH2:25][C:26]2[CH:31]=[CH:30][C:29]([O:32][CH2:12][CH2:13][O:14][CH2:15][CH:16]([F:18])[F:17])=[CH:28][CH:27]=2)[CH:33]=1. The catalyst class is: 18. (3) Product: [N:19]1([C:22]([O:16][CH:13]([C:10]2[CH:11]=[N:12][C:7]([C:1]3[CH:6]=[CH:5][CH:4]=[CH:3][CH:2]=3)=[CH:8][CH:9]=2)[CH2:14][CH3:15])=[O:23])[CH:18]=[CH:17][N:21]=[CH:20]1. The catalyst class is: 10. Reactant: [C:1]1([C:7]2[N:12]=[CH:11][C:10]([CH:13]([OH:16])[CH2:14][CH3:15])=[CH:9][CH:8]=2)[CH:6]=[CH:5][CH:4]=[CH:3][CH:2]=1.[CH:17]1[N:21]=[CH:20][N:19]([C:22](N2C=NC=C2)=[O:23])[CH:18]=1.